From a dataset of Reaction yield outcomes from USPTO patents with 853,638 reactions. Predict the reaction yield, written as a fraction of the theoretical maximum amount of product (1.0 means a 100% yield; for example, 0.34 means a 34% yield). (1) The reactants are [NH2:1][C:2]1[CH:7]=[C:6]([Cl:8])[CH:5]=[CH:4][C:3]=1[S:9][CH2:10][C:11]1[N:12]=[C:13]([NH:16][C:17](=[O:23])[O:18][C:19]([CH3:22])([CH3:21])[CH3:20])[S:14][CH:15]=1.[O:24]1[C:28]2[CH:29]=[CH:30][CH:31]=[CH:32][C:27]=2[CH:26]=[C:25]1[S:33](Cl)(=[O:35])=[O:34]. The catalyst is N1C=CC=CC=1. The product is [O:24]1[C:28]2[CH:29]=[CH:30][CH:31]=[CH:32][C:27]=2[CH:26]=[C:25]1[S:33]([NH:1][C:2]1[CH:7]=[C:6]([Cl:8])[CH:5]=[CH:4][C:3]=1[S:9][CH2:10][C:11]1[N:12]=[C:13]([NH:16][C:17](=[O:23])[O:18][C:19]([CH3:20])([CH3:22])[CH3:21])[S:14][CH:15]=1)(=[O:35])=[O:34]. The yield is 0.540. (2) The reactants are [N+:1]([C:4]1[CH:5]=[C:6]2[C:10](=[CH:11][CH:12]=1)[NH:9][CH:8]=[CH:7]2)([O-:3])=[O:2].O[CH2:14][N:15]1[CH2:19][CH:18]([CH2:20][CH2:21][CH3:22])[CH2:17][C:16]1=[O:23]. The catalyst is C1(C)C=CC=CC=1. The product is [N+:1]([C:4]1[CH:5]=[C:6]2[C:10](=[CH:11][CH:12]=1)[NH:9][CH:8]=[C:7]2[CH2:14][N:15]1[CH2:19][CH:18]([CH2:20][CH2:21][CH3:22])[CH2:17][C:16]1=[O:23])([O-:3])=[O:2]. The yield is 0.440. (3) The reactants are [CH:1]1([O:6][C:7]2[CH:15]=[CH:14][C:13]([S:16]([CH3:19])(=[O:18])=[O:17])=[CH:12][C:8]=2[C:9]([OH:11])=O)[CH2:5][CH2:4][CH2:3][CH2:2]1.Cl.[CH2:21]([S:25]([C:28]1[S:32][C:31]([N:33]2[CH2:38][CH2:37][NH:36][CH2:35][CH2:34]2)=[N:30][CH:29]=1)(=[O:27])=[O:26])[CH2:22][CH2:23][CH3:24]. No catalyst specified. The product is [CH2:21]([S:25]([C:28]1[S:32][C:31]([N:33]2[CH2:38][CH2:37][N:36]([C:9]([C:8]3[CH:12]=[C:13]([S:16]([CH3:19])(=[O:18])=[O:17])[CH:14]=[CH:15][C:7]=3[O:6][CH:1]3[CH2:2][CH2:3][CH2:4][CH2:5]3)=[O:11])[CH2:35][CH2:34]2)=[N:30][CH:29]=1)(=[O:27])=[O:26])[CH2:22][CH2:23][CH3:24]. The yield is 0.710. (4) The reactants are [Cl-].O[NH3+:3].[C:4](=[O:7])([O-])[OH:5].[Na+].CS(C)=O.[Si]([O:20][CH:21]([C:52](C)(C)C)[CH2:22][N:23]1[C:28](=[O:29])[C:27]([CH2:30][C:31]2[CH:36]=[CH:35][C:34]([C:37]3[C:38]([C:43]#[N:44])=[CH:39][CH:40]=[CH:41][CH:42]=3)=[CH:33][CH:32]=2)=[C:26]([CH2:45][CH2:46][CH3:47])[N:25]2[N:48]=[C:49]([CH3:51])[N:50]=[C:24]12)(C(C)(C)C)(C)C. The catalyst is O.C(OCC)(=O)C. The product is [OH:20][CH:21]([CH3:52])[CH2:22][N:23]1[C:28](=[O:29])[C:27]([CH2:30][C:31]2[CH:36]=[CH:35][C:34]([C:37]3[CH:42]=[CH:41][CH:40]=[CH:39][C:38]=3[C:43]3[NH:3][C:4](=[O:7])[O:5][N:44]=3)=[CH:33][CH:32]=2)=[C:26]([CH2:45][CH2:46][CH3:47])[N:25]2[N:48]=[C:49]([CH3:51])[N:50]=[C:24]12. The yield is 0.720.